Dataset: Peptide-MHC class II binding affinity with 134,281 pairs from IEDB. Task: Regression. Given a peptide amino acid sequence and an MHC pseudo amino acid sequence, predict their binding affinity value. This is MHC class II binding data. (1) The peptide sequence is GAYRSPFSRVVHLY. The MHC is H-2-IAb with pseudo-sequence H-2-IAb. The binding affinity (normalized) is 0.520. (2) The peptide sequence is GLHKLGYILRDISKI. The MHC is DRB1_0802 with pseudo-sequence DRB1_0802. The binding affinity (normalized) is 0.585. (3) The peptide sequence is KKPIAVGGLLMMLVSVA. The MHC is HLA-DQA10501-DQB10302 with pseudo-sequence HLA-DQA10501-DQB10302. The binding affinity (normalized) is 0.419. (4) The peptide sequence is YDKFLAAVSTVLTGK. The MHC is DRB1_1001 with pseudo-sequence DRB1_1001. The binding affinity (normalized) is 0.992. (5) The peptide sequence is ISEAGQAMASTEGNV. The MHC is DRB1_0901 with pseudo-sequence DRB1_0901. The binding affinity (normalized) is 0.341. (6) The peptide sequence is EKKYFAAFQFEPLAA. The MHC is HLA-DQA10501-DQB10301 with pseudo-sequence HLA-DQA10501-DQB10301. The binding affinity (normalized) is 0.132. (7) The peptide sequence is NKVKSLRILNTRRKL. The MHC is DRB1_0404 with pseudo-sequence DRB1_0404. The binding affinity (normalized) is 0.862.